Dataset: Forward reaction prediction with 1.9M reactions from USPTO patents (1976-2016). Task: Predict the product of the given reaction. (1) Given the reactants Br[CH2:2][CH2:3][CH2:4][CH2:5][CH2:6][CH2:7][O:8][C:9]1[CH:10]=[C:11]2[C:15](=[CH:16][CH:17]=1)[N:14]([C:18]1[CH:23]=[CH:22][CH:21]=[CH:20][CH:19]=1)[CH:13]=[CH:12]2.[CH2:24]([NH:26][CH2:27][CH2:28][OH:29])[CH3:25], predict the reaction product. The product is: [CH2:24]([N:26]([CH2:2][CH2:3][CH2:4][CH2:5][CH2:6][CH2:7][O:8][C:9]1[CH:10]=[C:11]2[C:15](=[CH:16][CH:17]=1)[N:14]([C:18]1[CH:23]=[CH:22][CH:21]=[CH:20][CH:19]=1)[CH:13]=[CH:12]2)[CH2:27][CH2:28][OH:29])[CH3:25]. (2) The product is: [C:1]([C:5]1[CH:6]=[C:7]([NH:18][C:19](=[O:49])[NH:20][CH2:21][C:22]2[CH:48]=[CH:47][CH:46]=[CH:45][C:23]=2[CH2:24][O:25][C:26]2[CH:31]=[C:30]([CH3:32])[N:29]([C:33]3[CH:34]=[C:35]([CH:39]=[CH:40][C:41]=3[CH3:42])[C:36]([NH:60][CH2:56][CH2:57][N:58]([CH3:61])[CH3:59])=[O:38])[C:28](=[O:43])[C:27]=2[Cl:44])[N:8]([C:10]2[CH:15]=[CH:14][C:13]([Cl:16])=[C:12]([OH:17])[CH:11]=2)[N:9]=1)([CH3:2])([CH3:4])[CH3:3]. Given the reactants [C:1]([C:5]1[CH:6]=[C:7]([NH:18][C:19](=[O:49])[NH:20][CH2:21][C:22]2[CH:48]=[CH:47][CH:46]=[CH:45][C:23]=2[CH2:24][O:25][C:26]2[CH:31]=[C:30]([CH3:32])[N:29]([C:33]3[CH:34]=[C:35]([CH:39]=[CH:40][C:41]=3[CH3:42])[C:36]([OH:38])=O)[C:28](=[O:43])[C:27]=2[Cl:44])[N:8]([C:10]2[CH:15]=[CH:14][C:13]([Cl:16])=[C:12]([OH:17])[CH:11]=2)[N:9]=1)([CH3:4])([CH3:3])[CH3:2].CNCCNC.[CH:56]1[N:60]=[CH:59][N:58]([C:61](N2C=NC=C2)=O)[CH:57]=1, predict the reaction product. (3) Given the reactants F[P-](F)(F)(F)(F)F.N1(OC(N(C)C)=[N+](C)C)C2N=CC=CC=2N=N1.[O:25]1[C:30]2([CH2:35][CH2:34][N:33]([CH2:36][C:37]3[CH:38]=[C:39]([CH2:43][CH2:44][OH:45])[CH:40]=[CH:41][CH:42]=3)[CH2:32][CH2:31]2)[CH2:29][NH:28][CH2:27][CH2:26]1.[CH:46]([C:49]1[S:53][CH:52]=[C:51]([C:54](O)=[O:55])[CH:50]=1)([CH3:48])[CH3:47].C(N(CC)CC)C, predict the reaction product. The product is: [OH:45][CH2:44][CH2:43][C:39]1[CH:38]=[C:37]([CH:42]=[CH:41][CH:40]=1)[CH2:36][N:33]1[CH2:32][CH2:31][C:30]2([O:25][CH2:26][CH2:27][N:28]([C:54]([C:51]3[CH:50]=[C:49]([CH:46]([CH3:48])[CH3:47])[S:53][CH:52]=3)=[O:55])[CH2:29]2)[CH2:35][CH2:34]1. (4) Given the reactants [CH2:1]([OH:8])[C:2]1C=CC=CC=1.[H-].[Na+].Cl.Cl[CH2:13][CH2:14][N:15]([CH3:17])[CH3:16].[Li+].[Cl-].[CH3:20][N:21](C=O)[CH3:22], predict the reaction product. The product is: [CH3:16][N:15]([CH2:14][CH2:13][O:8][CH2:1][CH2:2][N:21]([CH3:22])[CH3:20])[CH3:17]. (5) Given the reactants [OH:1][CH2:2][C@@H:3]1[CH2:7][O:6][C:5]([CH3:9])([CH3:8])[N:4]1[C:10]([O:12][C:13]([CH3:16])([CH3:15])[CH3:14])=[O:11].[C:17]1(O)[CH:22]=[CH:21][CH:20]=[CH:19][CH:18]=1.C1(P(C2C=CC=CC=2)C2C=CC=CC=2)C=CC=CC=1.N(C(OC(C)(C)C)=O)=NC(OC(C)(C)C)=O, predict the reaction product. The product is: [C:13]([O:12][C:10]([N:4]1[C@H:3]([CH2:2][O:1][C:17]2[CH:22]=[CH:21][CH:20]=[CH:19][CH:18]=2)[CH2:7][O:6][C:5]1([CH3:8])[CH3:9])=[O:11])([CH3:16])([CH3:15])[CH3:14]. (6) Given the reactants [CH3:1][N:2]([CH2:13][C:14]1[N:18]([CH2:19][CH2:20][CH2:21][CH2:22][NH:23]C(=O)OC(C)(C)C)[C:17]2[CH:31]=[CH:32][CH:33]=[CH:34][C:16]=2[N:15]=1)[CH:3]1[C:12]2[N:11]=[CH:10][CH:9]=[CH:8][C:7]=2[CH2:6][CH2:5][CH2:4]1.N1CC(CN2C3C=CC=CC=3N=C2CN(C)C2C3N=CC=CC=3CCC2)C1, predict the reaction product. The product is: [NH2:23][CH2:22][CH2:21][CH2:20][CH2:19][N:18]1[C:17]2[CH:31]=[CH:32][CH:33]=[CH:34][C:16]=2[N:15]=[C:14]1[CH2:13][N:2]([CH3:1])[CH:3]1[C:12]2[N:11]=[CH:10][CH:9]=[CH:8][C:7]=2[CH2:6][CH2:5][CH2:4]1. (7) Given the reactants [CH2:1]([O:8][C:9](=[O:27])[NH:10][C@@H:11]1[C:20]2[C:15](=[CH:16][CH:17]=[C:18]([C:21]([F:24])([F:23])[F:22])[CH:19]=2)[NH:14][C@H:13]([CH2:25][CH3:26])[CH2:12]1)[C:2]1[CH:7]=[CH:6][CH:5]=[CH:4][CH:3]=1.N1C=CC=CC=1.[CH2:34]([O:36][C:37](=[O:48])[CH2:38][CH:39]1[CH2:44][CH2:43][CH:42]([C:45](Cl)=[O:46])[CH2:41][CH2:40]1)[CH3:35], predict the reaction product. The product is: [CH2:34]([O:36][C:37](=[O:48])[CH2:38][CH:39]1[CH2:44][CH2:43][CH:42]([C:45]([N:14]2[C:15]3[C:20](=[CH:19][C:18]([C:21]([F:24])([F:22])[F:23])=[CH:17][CH:16]=3)[C@@H:11]([NH:10][C:9]([O:8][CH2:1][C:2]3[CH:3]=[CH:4][CH:5]=[CH:6][CH:7]=3)=[O:27])[CH2:12][C@H:13]2[CH2:25][CH3:26])=[O:46])[CH2:41][CH2:40]1)[CH3:35]. (8) Given the reactants [CH3:1][O:2][CH2:3][C:4]1[CH:9]=[C:8]([C:10]2[O:14][N:13]=[C:12]([C:15]3[CH:16]=[C:17]([CH2:21][C:22](O)=[O:23])[CH:18]=[CH:19][CH:20]=3)[N:11]=2)[CH:7]=[CH:6][C:5]=1[C:25]1[CH:30]=[CH:29][CH:28]=[CH:27][C:26]=1[CH3:31].CCN(C(C)C)C(C)C.CN(C(ON1N=NC2C=CC=NC1=2)=[N+](C)C)C.F[P-](F)(F)(F)(F)F.Cl.[CH2:66]([O:68][C:69](=[O:73])[CH2:70][CH2:71][NH2:72])[CH3:67], predict the reaction product. The product is: [CH3:1][O:2][CH2:3][C:4]1[CH:9]=[C:8]([C:10]2[O:14][N:13]=[C:12]([C:15]3[CH:16]=[C:17]([CH2:21][C:22]([NH:72][CH2:71][CH2:70][C:69]([O:68][CH2:66][CH3:67])=[O:73])=[O:23])[CH:18]=[CH:19][CH:20]=3)[N:11]=2)[CH:7]=[CH:6][C:5]=1[C:25]1[CH:30]=[CH:29][CH:28]=[CH:27][C:26]=1[CH3:31].